This data is from Full USPTO retrosynthesis dataset with 1.9M reactions from patents (1976-2016). The task is: Predict the reactants needed to synthesize the given product. (1) Given the product [Br:26][C:27]1[C:36]2[C:31](=[CH:32][C:33]([S:37]([N:8]([CH2:7][C:6]3[CH:5]=[CH:4][C:3]([O:2][CH3:1])=[CH:15][CH:14]=3)[C:9]3[S:10][CH:11]=[CH:12][N:13]=3)(=[O:39])=[O:38])=[CH:34][CH:35]=2)[CH:30]=[N:29][CH:28]=1, predict the reactants needed to synthesize it. The reactants are: [CH3:1][O:2][C:3]1[CH:15]=[CH:14][C:6]([CH2:7][NH:8][C:9]2[S:10][CH:11]=[CH:12][N:13]=2)=[CH:5][CH:4]=1.C[Si]([N-][Si](C)(C)C)(C)C.[Li+].[Br:26][C:27]1[C:36]2[C:31](=[CH:32][C:33]([S:37](OC3C(F)=C(F)C(F)=C(F)C=3F)(=[O:39])=[O:38])=[CH:34][CH:35]=2)[CH:30]=[N:29][CH:28]=1. (2) Given the product [Cl:1][C:2]1[C:7]([Cl:8])=[CH:6][CH:5]=[CH:4][C:3]=1[CH2:9][C:10]1[C:11]([NH2:12])=[N:16][NH:17][C:13]=1[NH2:14], predict the reactants needed to synthesize it. The reactants are: [Cl:1][C:2]1[C:7]([Cl:8])=[CH:6][CH:5]=[CH:4][C:3]=1[CH2:9][CH:10]([C:13]#[N:14])[C:11]#[N:12].O.[NH2:16][NH2:17]. (3) Given the product [F:52][CH2:7][C:8]1([C:18]([O:20][CH2:21][C:22]2[CH:27]=[CH:26][CH:25]=[CH:24][CH:23]=2)=[O:19])[CH2:9][CH2:10][C:11]2([O:12][CH2:13][CH2:14][O:15]2)[CH2:16][CH2:17]1, predict the reactants needed to synthesize it. The reactants are: FC(F)(F)S(O[CH2:7][C:8]1([C:18]([O:20][CH2:21][C:22]2[CH:27]=[CH:26][CH:25]=[CH:24][CH:23]=2)=[O:19])[CH2:17][CH2:16][C:11]2([O:15][CH2:14][CH2:13][O:12]2)[CH2:10][CH2:9]1)(=O)=O.C1COCC1.CCCC[N+](CCCC)(CCCC)CCCC.[F-:52]. (4) Given the product [CH3:19][N:17]1[C:16](=[O:20])[C:15]([CH3:21])=[CH:14][C:13]([C:4]2[C:3]([CH3:22])=[C:2]([NH:1][C:32]([NH:47][CH2:46][C:44]3[CH:45]=[C:40]([CH2:39][O:38][CH3:37])[CH:41]=[CH:42][C:43]=3[O:48][C:49]([F:50])([F:51])[F:52])=[O:33])[N:6]([C:7]3[CH:8]=[CH:9][CH:10]=[CH:11][CH:12]=3)[N:5]=2)=[CH:18]1, predict the reactants needed to synthesize it. The reactants are: [NH2:1][C:2]1[N:6]([C:7]2[CH:12]=[CH:11][CH:10]=[CH:9][CH:8]=2)[N:5]=[C:4]([C:13]2[CH:14]=[C:15]([CH3:21])[C:16](=[O:20])[N:17]([CH3:19])[CH:18]=2)[C:3]=1[CH3:22].C1(C2C=CC([CH2:32][O:33]C)=CC=2CN)CC1.[CH3:37][O:38][CH2:39][C:40]1[CH:41]=[CH:42][C:43]([O:48][C:49]([F:52])([F:51])[F:50])=[C:44]([CH2:46][NH2:47])[CH:45]=1. (5) Given the product [Br:14][C:3]1[C:4]2[CH:9]=[C:8]([C:10]([OH:12])=[O:11])[CH:7]=[CH:6][C:5]=2[O:1][CH:2]=1, predict the reactants needed to synthesize it. The reactants are: [O:1]1[C:5]2[CH:6]=[CH:7][C:8]([C:10]([O:12]C)=[O:11])=[CH:9][C:4]=2[CH:3]=[CH:2]1.[Br:14]Br.C(=O)(O)[O-].[Na+].C([O-])([O-])=O.[K+].[K+].